Regression. Given two drug SMILES strings and cell line genomic features, predict the synergy score measuring deviation from expected non-interaction effect. From a dataset of Merck oncology drug combination screen with 23,052 pairs across 39 cell lines. Drug 1: O=c1[nH]cc(F)c(=O)[nH]1. Drug 2: NC1(c2ccc(-c3nc4ccn5c(=O)[nH]nc5c4cc3-c3ccccc3)cc2)CCC1. Cell line: OV90. Synergy scores: synergy=6.21.